This data is from Catalyst prediction with 721,799 reactions and 888 catalyst types from USPTO. The task is: Predict which catalyst facilitates the given reaction. (1) Reactant: [O:1]1[CH2:6][CH:5]=[C:4]([C:7]2[CH:8]=[C:9]([C:23]3[N:28]=[C:27]([CH3:29])[N:26]=[C:25]([N:30](CC4C=CC(OC)=CC=4)CC4C=CC(OC)=CC=4)[N:24]=3)[C:10]([NH:13][C:14]3[CH:15]=[N:16][C:17]([O:21][CH3:22])=[C:18]([F:20])[CH:19]=3)=[N:11][CH:12]=2)[CH2:3][CH2:2]1.FC(F)(F)S(O)(=O)=O. Product: [O:1]1[CH2:2][CH:3]=[C:4]([C:7]2[CH:8]=[C:9]([C:23]3[N:28]=[C:27]([CH3:29])[N:26]=[C:25]([NH2:30])[N:24]=3)[C:10]([NH:13][C:14]3[CH:15]=[N:16][C:17]([O:21][CH3:22])=[C:18]([F:20])[CH:19]=3)=[N:11][CH:12]=2)[CH2:5][CH2:6]1. The catalyst class is: 67. (2) Reactant: [F:1][C:2]([F:34])([F:33])[O:3][C:4]1[CH:9]=[CH:8][C:7]([S:10]([NH:13][C:14]2[CH:19]=[CH:18][C:17]([C:20]3[C:29]4[C:24](=[CH:25][CH:26]=[C:27]([Cl:30])[CH:28]=4)[CH2:23][CH2:22][N:21]=3)=[CH:16][C:15]=2[O:31][CH3:32])(=[O:12])=[O:11])=[CH:6][CH:5]=1. Product: [F:34][C:2]([F:1])([F:33])[O:3][C:4]1[CH:5]=[CH:6][C:7]([S:10]([NH:13][C:14]2[CH:19]=[CH:18][C:17]([C:20]3[C:29]4[C:24](=[CH:25][CH:26]=[C:27]([Cl:30])[CH:28]=4)[CH:23]=[CH:22][N:21]=3)=[CH:16][C:15]=2[O:31][CH3:32])(=[O:11])=[O:12])=[CH:8][CH:9]=1. The catalyst class is: 9. (3) Reactant: [CH3:1][O:2][C:3](=[O:18])[CH:4]([NH:10][C:11]([O:13][C:14]([CH3:17])([CH3:16])[CH3:15])=[O:12])[CH2:5][CH2:6][C:7](O)=[O:8].ClC(OCC)=O.C(N(CC)CC)C.[BH4-].[Na+]. Product: [CH3:1][O:2][C:3](=[O:18])[CH:4]([NH:10][C:11]([O:13][C:14]([CH3:16])([CH3:15])[CH3:17])=[O:12])[CH2:5][CH2:6][CH2:7][OH:8]. The catalyst class is: 20. (4) Reactant: [C:1]([O:5][C@@H:6]([C:11]1[C:16]([CH3:17])=[CH:15][CH:14]=[C:13]([CH:18]2[CH2:20][CH2:19]2)[C:12]=1[C:21]1[C:22]([CH3:31])=[C:23]2[C:28](=[CH:29][CH:30]=1)[O:27][CH2:26][CH2:25][CH2:24]2)[C:7]([O:9]C)=[O:8])([CH3:4])([CH3:3])[CH3:2].[OH-].[Na+]. Product: [C:1]([O:5][C@@H:6]([C:11]1[C:16]([CH3:17])=[CH:15][CH:14]=[C:13]([CH:18]2[CH2:19][CH2:20]2)[C:12]=1[C:21]1[C:22]([CH3:31])=[C:23]2[C:28](=[CH:29][CH:30]=1)[O:27][CH2:26][CH2:25][CH2:24]2)[C:7]([OH:9])=[O:8])([CH3:4])([CH3:3])[CH3:2]. The catalyst class is: 8.